The task is: Predict which catalyst facilitates the given reaction.. This data is from Catalyst prediction with 721,799 reactions and 888 catalyst types from USPTO. (1) Reactant: [C:1]1([C:24]2[CH:29]=[CH:28][CH:27]=[CH:26][CH:25]=2)[CH:6]=[CH:5][C:4]([C:7]([N:9]2[CH2:15][C:14]3[CH:16]=[CH:17][CH:18]=[CH:19][C:13]=3[NH:12][C:11]3[CH:20]=[CH:21][CH:22]=[CH:23][C:10]2=3)=[O:8])=[CH:3][CH:2]=1.[H-].[Na+].[CH3:32]N(C)C=O.IC. Product: [C:1]1([C:24]2[CH:29]=[CH:28][CH:27]=[CH:26][CH:25]=2)[CH:2]=[CH:3][C:4]([C:7]([N:9]2[CH2:15][C:14]3[CH:16]=[CH:17][CH:18]=[CH:19][C:13]=3[N:12]([CH3:32])[C:11]3[CH:20]=[CH:21][CH:22]=[CH:23][C:10]2=3)=[O:8])=[CH:5][CH:6]=1. The catalyst class is: 170. (2) Reactant: [CH:1]([OH:3])=O.C(OC(=O)C)(=O)C.[CH3:11][O:12][C:13]1[CH:14]=[C:15]2[C:20](=[C:21]3[CH2:25][C:24]([CH3:27])([CH3:26])[O:23][C:22]=13)[C:19]([C:28]1[CH:29]=[C:30]([C:34]3[CH:39]=[CH:38][C:37]([NH2:40])=[CH:36][CH:35]=3)[CH:31]=[CH:32][CH:33]=1)=[N:18][C:17]([CH3:42])([CH3:41])[CH2:16]2.C(=O)([O-])O.[Na+]. Product: [CH3:11][O:12][C:13]1[CH:14]=[C:15]2[C:20](=[C:21]3[CH2:25][C:24]([CH3:27])([CH3:26])[O:23][C:22]=13)[C:19]([C:28]1[CH:29]=[C:30]([C:34]3[CH:35]=[CH:36][C:37]([NH:40][CH:1]=[O:3])=[CH:38][CH:39]=3)[CH:31]=[CH:32][CH:33]=1)=[N:18][C:17]([CH3:42])([CH3:41])[CH2:16]2. The catalyst class is: 69. (3) Reactant: Cl.[Cl:2][C:3]1[C:4]([F:32])=[C:5]([NH:9][C:10]2[C:19]3[C:14](=[CH:15][C:16]([O:30][CH3:31])=[C:17]([O:20][C@H:21]4[CH2:25][NH:24][C@H:23]([C:26]([O:28][CH3:29])=[O:27])[CH2:22]4)[CH:18]=3)[N:13]=[CH:12][N:11]=2)[CH:6]=[CH:7][CH:8]=1.C=O.[C:35]([BH3-])#N.[Na+].S([O-])([O-])(=O)=O.[Mg+2]. Product: [Cl:2][C:3]1[C:4]([F:32])=[C:5]([NH:9][C:10]2[C:19]3[C:14](=[CH:15][C:16]([O:30][CH3:31])=[C:17]([O:20][C@@H:21]4[CH2:25][N:24]([CH3:35])[C@H:23]([C:26]([O:28][CH3:29])=[O:27])[CH2:22]4)[CH:18]=3)[N:13]=[CH:12][N:11]=2)[CH:6]=[CH:7][CH:8]=1. The catalyst class is: 5.